From a dataset of Catalyst prediction with 721,799 reactions and 888 catalyst types from USPTO. Predict which catalyst facilitates the given reaction. (1) Product: [C:1]([OH:6])(=[O:5])[C:2]([OH:4])=[O:3].[NH:7]1[CH2:11][CH2:10][C@H:9](/[CH:12]=[CH:13]/[C:14]2[CH:19]=[N:18][CH:17]=[N:16][CH:15]=2)[CH2:8]1. Reactant: [C:1]([OH:6])(=[O:5])[C:2]([OH:4])=[O:3].[NH:7]1[CH2:11][CH2:10][C@H:9](/[CH:12]=[CH:13]/[C:14]2[CH:15]=[N:16][CH:17]=[N:18][CH:19]=2)[CH2:8]1. The catalyst class is: 8. (2) Reactant: [F:1][C:2]1[CH:7]=[C:6]([O:8][CH2:9][CH:10]2[CH2:15][CH2:14][N:13]([CH2:16][C:17]3([C:21]([F:24])([F:23])[F:22])[CH2:20][CH2:19][CH2:18]3)[CH2:12][CH2:11]2)[CH:5]=[CH:4][C:3]=1[C:25]1[CH:30]=[CH:29][C:28]([OH:31])=[CH:27][CH:26]=1.N1C=CC=CC=1.[F:38][C:39]([F:52])([F:51])[S:40](O[S:40]([C:39]([F:52])([F:51])[F:38])(=[O:42])=[O:41])(=[O:42])=[O:41].O. Product: [F:38][C:39]([F:52])([F:51])[S:40]([O:31][C:28]1[CH:27]=[CH:26][C:25]([C:3]2[CH:4]=[CH:5][C:6]([O:8][CH2:9][CH:10]3[CH2:11][CH2:12][N:13]([CH2:16][C:17]4([C:21]([F:22])([F:23])[F:24])[CH2:20][CH2:19][CH2:18]4)[CH2:14][CH2:15]3)=[CH:7][C:2]=2[F:1])=[CH:30][CH:29]=1)(=[O:42])=[O:41]. The catalyst class is: 2. (3) Reactant: O[N:2]=[C:3]([NH2:27])[C:4]1[CH:9]=[CH:8][CH:7]=[C:6]([N:10]2[CH2:19][C@H:18]3[N:14]([CH2:15][CH2:16][CH2:17]3)[C:13]3[N:20]=[C:21]([S:24][CH3:25])[N:22]=[CH:23][C:12]=3[C:11]2=[O:26])[CH:5]=1.[C:28](N1C=CN=C1)(N1C=CN=C1)=[S:29].C1C[O:43]CC1. Product: [CH3:25][S:24][C:21]1[N:22]=[CH:23][C:12]2[C:11](=[O:26])[N:10]([C:6]3[CH:5]=[C:4]([C:3]4[NH:27][C:28](=[O:43])[S:29][N:2]=4)[CH:9]=[CH:8][CH:7]=3)[CH2:19][C@H:18]3[N:14]([CH2:15][CH2:16][CH2:17]3)[C:13]=2[N:20]=1. The catalyst class is: 13. (4) Reactant: [CH3:1][C:2]1[CH:7]=[CH:6][C:5]([S:8]([O-:10])=[O:9])=[CH:4][CH:3]=1.[Na+].CC(OC)(C)C.Cl. Product: [CH3:1][C:2]1[CH:7]=[CH:6][C:5]([S:8]([OH:10])=[O:9])=[CH:4][CH:3]=1. The catalyst class is: 6.